The task is: Predict the product of the given reaction.. This data is from Forward reaction prediction with 1.9M reactions from USPTO patents (1976-2016). (1) Given the reactants [CH2:1]([C:8]1[N:20]=[C:19]2[N:10]([C:11](Cl)=[N:12][C:13]3[CH:14]=[CH:15][C:16]([Cl:21])=[CH:17][C:18]=32)[N:9]=1)[C:2]1[CH:7]=[CH:6][CH:5]=[CH:4][CH:3]=1.CCN(CC)CC.[CH3:30][N:31]1[CH2:36][CH2:35][NH:34][CH2:33][CH2:32]1, predict the reaction product. The product is: [CH2:1]([C:8]1[N:20]=[C:19]2[N:10]([C:11]([N:34]3[CH2:35][CH2:36][N:31]([CH3:30])[CH2:32][CH2:33]3)=[N:12][C:13]3[CH:14]=[CH:15][C:16]([Cl:21])=[CH:17][C:18]=32)[N:9]=1)[C:2]1[CH:7]=[CH:6][CH:5]=[CH:4][CH:3]=1. (2) Given the reactants [C:1]([O:11][CH3:12])(=[O:10])[C:2]1[NH:9][C:7](=[O:8])[NH:6][C:4](=[O:5])[CH:3]=1.II.[I:15](O)(=O)(=O)=O, predict the reaction product. The product is: [CH3:12][O:11][C:1]([C:2]1[NH:9][C:7](=[O:8])[NH:6][C:4](=[O:5])[C:3]=1[I:15])=[O:10].